Dataset: Peptide-MHC class I binding affinity with 185,985 pairs from IEDB/IMGT. Task: Regression. Given a peptide amino acid sequence and an MHC pseudo amino acid sequence, predict their binding affinity value. This is MHC class I binding data. (1) The peptide sequence is ELACAVPFY. The MHC is HLA-A01:01 with pseudo-sequence HLA-A01:01. The binding affinity (normalized) is 0.0847. (2) The peptide sequence is SEINNLNLT. The MHC is HLA-A02:01 with pseudo-sequence HLA-A02:01. The binding affinity (normalized) is 0.0847. (3) The peptide sequence is IMTSTRTII. The MHC is HLA-A68:02 with pseudo-sequence HLA-A68:02. The binding affinity (normalized) is 0.300. (4) The peptide sequence is KEGCQKILSVL. The MHC is Mamu-B01 with pseudo-sequence Mamu-B01. The binding affinity (normalized) is 0. (5) The peptide sequence is KLIAVPHTK. The MHC is HLA-B15:01 with pseudo-sequence HLA-B15:01. The binding affinity (normalized) is 0.0847. (6) The MHC is HLA-B15:03 with pseudo-sequence HLA-B15:03. The binding affinity (normalized) is 0.425. The peptide sequence is SNINDFNIF.